Dataset: Catalyst prediction with 721,799 reactions and 888 catalyst types from USPTO. Task: Predict which catalyst facilitates the given reaction. (1) Reactant: [O:1]([CH2:8][CH2:9][CH2:10][CH2:11][CH2:12][C:13]([O:15]C(C)(C)C)=[O:14])[C:2]1[CH:7]=[CH:6][CH:5]=[CH:4][CH:3]=1. Product: [O:1]([CH2:8][CH2:9][CH2:10][CH2:11][CH2:12][C:13]([OH:15])=[O:14])[C:2]1[CH:7]=[CH:6][CH:5]=[CH:4][CH:3]=1. The catalyst class is: 67. (2) Reactant: [CH3:1][C:2]1([CH3:16])[C:6]([CH3:8])([CH3:7])[O:5][B:4]([C:9]2[CH:10]=[C:11]([CH:13]=[CH:14][CH:15]=2)[NH2:12])[O:3]1.CCN(C(C)C)C(C)C.Cl[C:27]([O:29][CH2:30][CH3:31])=[O:28]. Product: [CH3:8][C:6]1([CH3:7])[C:2]([CH3:16])([CH3:1])[O:3][B:4]([C:9]2[CH:10]=[C:11]([NH:12][C:27](=[O:28])[O:29][CH2:30][CH3:31])[CH:13]=[CH:14][CH:15]=2)[O:5]1. The catalyst class is: 76. (3) The catalyst class is: 6. Reactant: [CH2:1]([O:8][C:9]1[CH:14]=[CH:13][C:12]([C:15](=[O:17])[CH3:16])=[CH:11][C:10]=1[F:18])[C:2]1[CH:7]=[CH:6][CH:5]=[CH:4][CH:3]=1.[CH2:19](O)[CH2:20][OH:21].CC1C=CC(S(O)(=O)=O)=CC=1.C1(C)C=CC=CC=1. Product: [CH2:1]([O:8][C:9]1[CH:14]=[CH:13][C:12]([C:15]2([CH3:16])[O:21][CH2:20][CH2:19][O:17]2)=[CH:11][C:10]=1[F:18])[C:2]1[CH:3]=[CH:4][CH:5]=[CH:6][CH:7]=1. (4) Reactant: C1N=CN([C:6](N2C=NC=C2)=[O:7])C=1.[C:13]([O:17][C:18]([N:20]1[CH2:25][CH2:24][CH:23]([NH:26][C:27]2[CH:32]=[CH:31][N:30]=[CH:29][C:28]=2[NH2:33])[CH2:22][CH2:21]1)=[O:19])([CH3:16])([CH3:15])[CH3:14].CCN(C(C)C)C(C)C. Product: [O:7]=[C:6]1[NH:33][C:28]2[CH:29]=[N:30][CH:31]=[CH:32][C:27]=2[N:26]1[CH:23]1[CH2:22][CH2:21][N:20]([C:18]([O:17][C:13]([CH3:16])([CH3:14])[CH3:15])=[O:19])[CH2:25][CH2:24]1. The catalyst class is: 2. (5) Product: [Cl:37][C:34]1[CH:35]=[CH:36][C:31]([N:25]2[C:26]([C:27]([F:30])([F:29])[F:28])=[C:22]([C:20]([NH:19][CH2:18][C:13]3[CH:14]=[C:15]4[C:10](=[CH:11][CH:12]=3)[CH:9]=[C:8]([O:7][CH2:6][C:5]([OH:38])=[O:4])[CH:17]=[CH:16]4)=[O:21])[CH:23]=[N:24]2)=[CH:32][CH:33]=1. The catalyst class is: 5. Reactant: [OH-].[Na+].C[O:4][C:5](=[O:38])[CH2:6][O:7][C:8]1[CH:17]=[CH:16][C:15]2[C:10](=[CH:11][CH:12]=[C:13]([CH2:18][NH:19][C:20]([C:22]3[CH:23]=[N:24][N:25]([C:31]4[CH:36]=[CH:35][C:34]([Cl:37])=[CH:33][CH:32]=4)[C:26]=3[C:27]([F:30])([F:29])[F:28])=[O:21])[CH:14]=2)[CH:9]=1.O.Cl. (6) Reactant: C1(N[C:8]2[N:9]([C:17]3[CH:22]=[CH:21][CH:20]=[CH:19][CH:18]=3)[N:10]=[C:11]3[C:16]=2[CH:15]=[CH:14][CH:13]=[CH:12]3)CCCCC1.CC[N:25]([CH2:28][CH3:29])CC.[CH:30]1([CH2:36][C:37](Cl)=[O:38])[CH2:35][CH2:34][CH2:33][CH2:32][CH2:31]1. Product: [CH:30]1([CH:36]([C:8]2[N:9]([C:17]3[CH:18]=[CH:19][CH:20]=[CH:21][CH:22]=3)[N:10]=[C:11]3[C:16]=2[CH:15]=[CH:14][CH:13]=[CH:12]3)[C:37]([NH:25][CH:28]2[CH2:29][CH2:13][CH2:12][CH2:11][CH2:16]2)=[O:38])[CH2:35][CH2:34][CH2:33][CH2:32][CH2:31]1. The catalyst class is: 22. (7) Reactant: [Cl:1][C:2]1[C:3]([CH2:12][O:13][C:14]2[CH:23]=[C:22]3[C:17]([CH2:18][CH2:19][C:20]([CH3:25])([CH3:24])[O:21]3)=[CH:16][CH:15]=2)=[CH:4][C:5]([F:11])=[C:6]([CH:10]=1)[C:7](O)=[O:8].[CH3:26][N:27]([CH3:32])[S:28](=[O:31])(=[O:30])[NH2:29].C(N(CC)C(C)C)(C)C.F[P-](F)(F)(F)(F)F.N1(OC(N(C)C)=[N+](C)C)C2N=CC=CC=2N=N1. Product: [Cl:1][C:2]1[C:3]([CH2:12][O:13][C:14]2[CH:23]=[C:22]3[C:17]([CH2:18][CH2:19][C:20]([CH3:25])([CH3:24])[O:21]3)=[CH:16][CH:15]=2)=[CH:4][C:5]([F:11])=[C:6]([CH:10]=1)[C:7]([NH:29][S:28](=[O:31])(=[O:30])[N:27]([CH3:32])[CH3:26])=[O:8]. The catalyst class is: 517. (8) Reactant: [CH2:1]([C:3]1[O:4][C:5]2[C:11]([C:12]([O:14][CH3:15])=[O:13])=[CH:10][C:9]([O:16]C)=[CH:8][C:6]=2[CH:7]=1)[CH3:2].B(Br)(Br)Br. Product: [CH2:1]([C:3]1[O:4][C:5]2[C:11]([C:12]([O:14][CH3:15])=[O:13])=[CH:10][C:9]([OH:16])=[CH:8][C:6]=2[CH:7]=1)[CH3:2]. The catalyst class is: 4. (9) Reactant: [C:1]([O:5][C:6]([NH:8][C@H:9]1[CH2:13][CH2:12][N:11]([C:14]([O:16][CH2:17][C:18]2[CH:23]=[CH:22][CH:21]=[CH:20][CH:19]=2)=[O:15])[CH2:10]1)=[O:7])([CH3:4])([CH3:3])[CH3:2].[H-].[Na+].CS(O[CH2:31][CH2:32][O:33][C:34]([CH3:37])([CH3:36])[CH3:35])(=O)=O. Product: [C:1]([O:5][C:6]([N:8]([CH2:31][CH2:32][O:33][C:34]([CH3:37])([CH3:36])[CH3:35])[C@H:9]1[CH2:13][CH2:12][N:11]([C:14]([O:16][CH2:17][C:18]2[CH:23]=[CH:22][CH:21]=[CH:20][CH:19]=2)=[O:15])[CH2:10]1)=[O:7])([CH3:4])([CH3:2])[CH3:3]. The catalyst class is: 3. (10) Reactant: [C:1]1([C:17]2[CH:22]=[CH:21][CH:20]=[CH:19][CH:18]=2)[CH:6]=[CH:5][C:4]([S:7]([O:10][CH2:11][C:12]([O:14]CC)=[O:13])(=[O:9])=[O:8])=[CH:3][CH:2]=1.[OH-].[Na+]. Product: [C:1]1([C:17]2[CH:18]=[CH:19][CH:20]=[CH:21][CH:22]=2)[CH:6]=[CH:5][C:4]([S:7]([O:10][CH2:11][C:12]([OH:14])=[O:13])(=[O:8])=[O:9])=[CH:3][CH:2]=1. The catalyst class is: 8.